This data is from Peptide-MHC class II binding affinity with 134,281 pairs from IEDB. The task is: Regression. Given a peptide amino acid sequence and an MHC pseudo amino acid sequence, predict their binding affinity value. This is MHC class II binding data. (1) The peptide sequence is EKKYFHATQFEPLAA. The MHC is DRB1_1001 with pseudo-sequence DRB1_1001. The binding affinity (normalized) is 0.736. (2) The peptide sequence is GATRERSLWIIFSKN. The MHC is DRB5_0101 with pseudo-sequence DRB5_0101. The binding affinity (normalized) is 0.333. (3) The peptide sequence is GQFRVIGPRHPIRAL. The MHC is DRB1_0404 with pseudo-sequence DRB1_0404. The binding affinity (normalized) is 0.569. (4) The peptide sequence is NDFLKTGHYTQMVWA. The MHC is DRB1_0401 with pseudo-sequence DRB1_0401. The binding affinity (normalized) is 0.360. (5) The peptide sequence is YDKFLANVSTVLTCK. The MHC is DRB3_0202 with pseudo-sequence DRB3_0202. The binding affinity (normalized) is 0.895. (6) The MHC is DRB1_0301 with pseudo-sequence DRB1_0301. The peptide sequence is KTIAYDEEARR. The binding affinity (normalized) is 0.595. (7) The binding affinity (normalized) is 0. The MHC is HLA-DPA10301-DPB10402 with pseudo-sequence HLA-DPA10301-DPB10402. The peptide sequence is EDDLLNRNNTFKPFA. (8) The peptide sequence is LSKDGCTSAKGPDYK. The MHC is DRB1_0901 with pseudo-sequence DRB1_0901. The binding affinity (normalized) is 0.323. (9) The peptide sequence is AASGAATVAAGGYKV. The MHC is DRB1_1201 with pseudo-sequence DRB1_1201. The binding affinity (normalized) is 0.119.